This data is from Catalyst prediction with 721,799 reactions and 888 catalyst types from USPTO. The task is: Predict which catalyst facilitates the given reaction. (1) Reactant: Br[CH2:2][CH2:3][CH2:4][CH2:5][CH2:6][C:7]([O:9][CH3:10])=[O:8].[N-:11]=[N+:12]=[N-:13].[Na+].O. Product: [N:11]([CH2:2][CH2:3][CH2:4][CH2:5][CH2:6][C:7]([O:9][CH3:10])=[O:8])=[N+:12]=[N-:13]. The catalyst class is: 3. (2) Reactant: C(OC(=O)C)(=O)C.[CH:8]([OH:10])=O.[Cl:11][C:12]1[C:24]([Cl:25])=[CH:23][CH:22]=[CH:21][C:13]=1[C:14]([NH:16][CH2:17][CH2:18][NH:19][OH:20])=[O:15]. Product: [Cl:11][C:12]1[C:24]([Cl:25])=[CH:23][CH:22]=[CH:21][C:13]=1[C:14]([NH:16][CH2:17][CH2:18][N:19]([CH:8]=[O:10])[OH:20])=[O:15]. The catalyst class is: 17. (3) Reactant: [CH3:1][C:2]1[N:6]([CH3:7])[C:5]2[CH:8]=[C:9]([C:22]([OH:24])=O)[C:10]3[CH2:11][CH2:12][CH:13]([C:16]4[CH:21]=[CH:20][CH:19]=[CH:18][CH:17]=4)[O:14][C:15]=3[C:4]=2[N:3]=1.F[B-](F)(F)F.N1(OC(N(C)C)=[N+](C)C)C2C=CC=CC=2N=N1.[NH:47]1[CH2:52][CH2:51][O:50][CH2:49][CH2:48]1.O. Product: [CH3:1][C:2]1[N:6]([CH3:7])[C:5]2[CH:8]=[C:9]([C:22]([N:47]3[CH2:52][CH2:51][O:50][CH2:49][CH2:48]3)=[O:24])[C:10]3[CH2:11][CH2:12][CH:13]([C:16]4[CH:21]=[CH:20][CH:19]=[CH:18][CH:17]=4)[O:14][C:15]=3[C:4]=2[N:3]=1. The catalyst class is: 4.